This data is from Reaction yield outcomes from USPTO patents with 853,638 reactions. The task is: Predict the reaction yield, written as a fraction of the theoretical maximum amount of product (1.0 means a 100% yield; for example, 0.34 means a 34% yield). The reactants are [CH2:1]([O:8][NH:9][CH:10]=[CH2:11])[C:2]1[CH:7]=[CH:6][CH:5]=[CH:4][CH:3]=1.[BH3-]C#N.[Na+].[OH-].[Na+]. The catalyst is CC(O)=O. The product is [CH2:1]([O:8][NH:9][CH2:10][CH3:11])[C:2]1[CH:7]=[CH:6][CH:5]=[CH:4][CH:3]=1. The yield is 0.320.